From a dataset of Reaction yield outcomes from USPTO patents with 853,638 reactions. Predict the reaction yield, written as a fraction of the theoretical maximum amount of product (1.0 means a 100% yield; for example, 0.34 means a 34% yield). (1) The reactants are [Si:1]([O:8][C:9]1[CH:15]=[CH:14][CH:13]=[C:12]([N+:16]([O-])=O)[C:10]=1[NH2:11])([C:4]([CH3:7])([CH3:6])[CH3:5])([CH3:3])[CH3:2]. The catalyst is O1CCCC1.[Pd]. The product is [Si:1]([O:8][C:9]1[CH:15]=[CH:14][CH:13]=[C:12]([NH2:16])[C:10]=1[NH2:11])([C:4]([CH3:7])([CH3:6])[CH3:5])([CH3:3])[CH3:2]. The yield is 0.920. (2) The reactants are [CH2:1]([NH2:8])[C:2]1[CH:7]=[CH:6][CH:5]=[CH:4][CH:3]=1.CCN(CC)CC.[Cl:16][CH2:17][CH2:18][CH2:19][S:20](Cl)(=[O:22])=[O:21]. The catalyst is C(Cl)Cl. The product is [CH2:1]([NH:8][S:20]([CH2:19][CH2:18][CH2:17][Cl:16])(=[O:22])=[O:21])[C:2]1[CH:7]=[CH:6][CH:5]=[CH:4][CH:3]=1. The yield is 0.870. (3) The reactants are [S:1]1[CH:5]=[CH:4][N:3]=[C:2]1[NH:6][S:7]([C:10]1[C:19]2[C:14](=[C:15]([NH:20]C=O)[CH:16]=[CH:17][CH:18]=2)[CH:13]=[CH:12][CH:11]=1)(=[O:9])=[O:8].[OH-].[K+].CCO.CC(O)=O. The catalyst is O. The product is [S:1]1[CH:5]=[CH:4][N:3]=[C:2]1[NH:6][S:7]([C:10]1[C:19]2[C:14](=[C:15]([NH2:20])[CH:16]=[CH:17][CH:18]=2)[CH:13]=[CH:12][CH:11]=1)(=[O:9])=[O:8]. The yield is 0.920. (4) The reactants are [Cl-].[Na+].[Cl-].[Al+3].[Cl-].[Cl-].[Br:7][C:8]1[CH:13]=[CH:12][C:11]([C:14](=[O:19])[CH2:15][CH2:16][CH2:17]Cl)=[CH:10][CH:9]=1. The catalyst is Cl. The product is [Br:7][C:8]1[CH:13]=[C:12]2[C:11](=[CH:10][CH:9]=1)[C:14](=[O:19])[CH2:15][CH:16]2[CH3:17]. The yield is 0.890.